This data is from Full USPTO retrosynthesis dataset with 1.9M reactions from patents (1976-2016). The task is: Predict the reactants needed to synthesize the given product. (1) Given the product [F:1][C:2]1[CH:7]=[CH:6][C:5]([O:8][CH2:33][C:34]([O:36][CH2:37][CH3:38])=[O:35])=[C:4]([CH3:9])[C:3]=1[NH:10][CH2:11][C:12]1[CH:17]=[C:16]([C:18]2[CH:23]=[CH:22][CH:21]=[C:20]([F:24])[CH:19]=2)[CH:15]=[CH:14][C:13]=1[F:25], predict the reactants needed to synthesize it. The reactants are: [F:1][C:2]1[CH:7]=[CH:6][C:5]([OH:8])=[C:4]([CH3:9])[C:3]=1[NH:10][CH2:11][C:12]1[CH:17]=[C:16]([C:18]2[CH:23]=[CH:22][CH:21]=[C:20]([F:24])[CH:19]=2)[CH:15]=[CH:14][C:13]=1[F:25].C([O-])([O-])=O.[Cs+].[Cs+].Br[CH2:33][C:34]([O:36][CH2:37][CH3:38])=[O:35].O. (2) Given the product [CH3:1][O:2][C:3]1[CH:8]=[CH:7][CH:6]=[CH:5][C:4]=1[N:9]1[CH2:10][CH2:11][C:12]([C:15]([NH:33][S:32](=[O:41])(=[O:42])[O:34][C:35]2[CH:40]=[CH:39][CH:38]=[CH:37][CH:36]=2)=[O:16])([C:18]2[CH:23]=[CH:22][CH:21]=[C:20]([O:24][CH3:25])[CH:19]=2)[CH2:13][CH2:14]1, predict the reactants needed to synthesize it. The reactants are: [CH3:1][O:2][C:3]1[CH:8]=[CH:7][CH:6]=[CH:5][C:4]=1[N:9]1[CH2:14][CH2:13][C:12]([C:18]2[CH:23]=[CH:22][CH:21]=[C:20]([O:24][CH3:25])[CH:19]=2)([C:15](O)=[O:16])[CH2:11][CH2:10]1.C(Cl)(=O)C(Cl)=O.[S:32](=[O:42])(=[O:41])([O:34][C:35]1[CH:40]=[CH:39][CH:38]=[CH:37][CH:36]=1)[NH2:33].C(N(CC)CC)C.